From a dataset of Forward reaction prediction with 1.9M reactions from USPTO patents (1976-2016). Predict the product of the given reaction. (1) The product is: [Br:12][C:6]1[CH:5]=[C:4]([CH:3]=[O:2])[CH:9]=[N:8][C:7]=1[CH2:10][OH:11]. Given the reactants C[O:2][CH:3](OC)[C:4]1[CH:5]=[C:6]([Br:12])[C:7]([CH2:10][OH:11])=[N:8][CH:9]=1.Cl.[OH-].[Na+], predict the reaction product. (2) Given the reactants [C:1]1([S:7]([CH2:10][CH2:11][OH:12])(=[O:9])=[O:8])[CH:6]=[CH:5][CH:4]=[CH:3][CH:2]=1.[N+:13]([O-])([O-:15])=[O:14].[K+].C(=O)([O-])[O-].[K+].[K+], predict the reaction product. The product is: [N+:13]([C:5]1[CH:6]=[C:1]([S:7]([CH2:10][CH2:11][OH:12])(=[O:8])=[O:9])[CH:2]=[CH:3][CH:4]=1)([O-:15])=[O:14]. (3) Given the reactants Br[C:2]1[CH:3]=[CH:4][C:5]([F:33])=[C:6]([C@:8]23[CH2:17][O:16][C@@H:15]([C:18]4[O:19][CH:20]=[C:21]([CH3:23])[N:22]=4)[CH2:14][C@H:13]2[CH2:12][S:11][C:10]([NH:24][C:25](=[O:32])[C:26]2[CH:31]=[CH:30][CH:29]=[CH:28][CH:27]=2)=[N:9]3)[CH:7]=1.[C:34](C1C=CC(F)=C([C@]23CO[C@@H](C4ON=C(C)C=4)C[C@H]2CSC(NC(=O)C2C=CC=CC=2)=N3)C=1)#[N:35], predict the reaction product. The product is: [C:34]([C:2]1[CH:3]=[CH:4][C:5]([F:33])=[C:6]([C@:8]23[CH2:17][O:16][C@@H:15]([C:18]4[O:19][CH:20]=[C:21]([CH3:23])[N:22]=4)[CH2:14][C@H:13]2[CH2:12][S:11][C:10]([NH:24][C:25](=[O:32])[C:26]2[CH:27]=[CH:28][CH:29]=[CH:30][CH:31]=2)=[N:9]3)[CH:7]=1)#[N:35]. (4) The product is: [C:1]1([C:26]2[CH:31]=[CH:30][CH:29]=[CH:28][CH:27]=2)[CH:6]=[CH:5][C:4](/[C:7](/[C:36]#[C:35][C:33]([OH:37])([CH3:34])[CH3:32])=[CH:8]/[CH2:9][S:10][C:11]2[CH:23]=[CH:22][C:14]([O:15][CH2:16][C:17]([O:19][CH2:20][CH3:21])=[O:18])=[C:13]([CH3:24])[CH:12]=2)=[CH:3][CH:2]=1. Given the reactants [C:1]1([C:26]2[CH:31]=[CH:30][CH:29]=[CH:28][CH:27]=2)[CH:6]=[CH:5][C:4](/[C:7](/I)=[CH:8]/[CH2:9][S:10][C:11]2[CH:23]=[CH:22][C:14]([O:15][CH2:16][C:17]([O:19][CH2:20][CH3:21])=[O:18])=[C:13]([CH3:24])[CH:12]=2)=[CH:3][CH:2]=1.[CH3:32][C:33]([OH:37])([C:35]#[CH:36])[CH3:34].C(NC(C)C)(C)C, predict the reaction product. (5) Given the reactants [CH:1]1([NH:6][CH:7]2[CH2:11][CH2:10][CH2:9][CH:8]2[C:12]([O:14][CH3:15])=[O:13])[CH2:5][CH2:4][CH2:3][CH2:2]1.[Cl:16][C:17]1[N:22]=[C:21](Cl)[C:20]([N+:24]([O-:26])=[O:25])=[CH:19][N:18]=1.C(=O)(O)[O-].[Na+], predict the reaction product. The product is: [CH3:15][O:14][C:12]([CH:8]1[CH2:9][CH2:10][CH2:11][CH:7]1[N:6]([C:19]1[C:20]([N+:24]([O-:26])=[O:25])=[CH:21][N:22]=[C:17]([Cl:16])[N:18]=1)[CH:1]1[CH2:2][CH2:3][CH2:4][CH2:5]1)=[O:13]. (6) Given the reactants [CH3:1][C:2]1[N:7]=[C:6]([NH2:8])[CH:5]=[CH:4][CH:3]=1.C([N:17]=[C:18]=[S:19])(=O)C1C=CC=CC=1, predict the reaction product. The product is: [CH3:1][C:2]1[N:7]=[C:6]([NH:8][C:18]([NH2:17])=[S:19])[CH:5]=[CH:4][CH:3]=1.